This data is from NCI-60 drug combinations with 297,098 pairs across 59 cell lines. The task is: Regression. Given two drug SMILES strings and cell line genomic features, predict the synergy score measuring deviation from expected non-interaction effect. (1) Drug 1: CN1CCC(CC1)COC2=C(C=C3C(=C2)N=CN=C3NC4=C(C=C(C=C4)Br)F)OC. Drug 2: CC1=C(C=C(C=C1)C(=O)NC2=CC(=CC(=C2)C(F)(F)F)N3C=C(N=C3)C)NC4=NC=CC(=N4)C5=CN=CC=C5. Cell line: SN12C. Synergy scores: CSS=9.26, Synergy_ZIP=-2.89, Synergy_Bliss=2.19, Synergy_Loewe=-1.77, Synergy_HSA=1.38. (2) Drug 2: C1CNP(=O)(OC1)N(CCCl)CCCl. Cell line: HCT-15. Drug 1: CCN(CC)CCCC(C)NC1=C2C=C(C=CC2=NC3=C1C=CC(=C3)Cl)OC. Synergy scores: CSS=5.63, Synergy_ZIP=-5.56, Synergy_Bliss=-9.77, Synergy_Loewe=-52.2, Synergy_HSA=-13.5. (3) Drug 1: CC12CCC3C(C1CCC2=O)CC(=C)C4=CC(=O)C=CC34C. Drug 2: CC1OCC2C(O1)C(C(C(O2)OC3C4COC(=O)C4C(C5=CC6=C(C=C35)OCO6)C7=CC(=C(C(=C7)OC)O)OC)O)O. Cell line: HOP-62. Synergy scores: CSS=58.8, Synergy_ZIP=6.04, Synergy_Bliss=7.44, Synergy_Loewe=-0.367, Synergy_HSA=10.1.